Dataset: Full USPTO retrosynthesis dataset with 1.9M reactions from patents (1976-2016). Task: Predict the reactants needed to synthesize the given product. Given the product [CH3:1][O:2][CH2:3][CH2:4][CH2:5][O:6][C:7]1[CH:8]=[C:9]([CH:29]=[CH:30][C:31]=1[O:32][CH3:33])[CH2:10][C@H:11]([CH:26]([CH3:28])[CH3:27])[CH2:12][C@H:13]([NH:18][C:19]([O:20][C:21]([CH3:24])([CH3:23])[CH3:22])=[O:25])[C@@H:14]([OH:17])[CH2:15][NH:16][C:44]([NH2:43])=[O:45], predict the reactants needed to synthesize it. The reactants are: [CH3:1][O:2][CH2:3][CH2:4][CH2:5][O:6][C:7]1[CH:8]=[C:9]([CH:29]=[CH:30][C:31]=1[O:32][CH3:33])[CH2:10][C@H:11]([CH:26]([CH3:28])[CH3:27])[CH2:12][C@H:13]([NH:18][C:19](=[O:25])[O:20][C:21]([CH3:24])([CH3:23])[CH3:22])[C@@H:14]([OH:17])[CH2:15][NH2:16].C1(C([NH:43][C:44](Cl)=[O:45])(C)C)C=CC=CC=1.